From a dataset of Forward reaction prediction with 1.9M reactions from USPTO patents (1976-2016). Predict the product of the given reaction. (1) Given the reactants FC(F)(F)C(O)=O.[NH2:8][CH2:9][CH:10]([NH:22][C:23](=[O:25])[CH3:24])[C:11]1[C:16]([Cl:17])=[CH:15][C:14]([C:18]([F:21])([F:20])[F:19])=[CH:13][N:12]=1.[I:26][C:27]1[CH:31]=[CH:30][S:29][C:28]=1[C:32](O)=[O:33].O.[Cl-].COC1N=C(OC)N=C([N+]2(C)CCOCC2)N=1.C(N(CC)CC)C, predict the reaction product. The product is: [C:23]([NH:22][CH:10]([C:11]1[C:16]([Cl:17])=[CH:15][C:14]([C:18]([F:19])([F:20])[F:21])=[CH:13][N:12]=1)[CH2:9][NH:8][C:32]([C:28]1[S:29][CH:30]=[CH:31][C:27]=1[I:26])=[O:33])(=[O:25])[CH3:24]. (2) Given the reactants Cl.[CH3:2][O:3][C:4](=[O:8])[C@H:5]([CH3:7])[NH2:6].S([O-])([O-])(=O)=O.[Mg+2].[CH:15](=O)[C:16]1[CH:21]=[CH:20][CH:19]=[CH:18][CH:17]=1, predict the reaction product. The product is: [CH3:2][O:3][C:4](=[O:8])[CH:5]([N:6]=[CH:15][C:16]1[CH:21]=[CH:20][CH:19]=[CH:18][CH:17]=1)[CH3:7].